Dataset: NCI-60 drug combinations with 297,098 pairs across 59 cell lines. Task: Regression. Given two drug SMILES strings and cell line genomic features, predict the synergy score measuring deviation from expected non-interaction effect. Drug 1: C1CC(C1)(C(=O)O)C(=O)O.[NH2-].[NH2-].[Pt+2]. Drug 2: CC(C)(C1=NC(=CC=C1)N2C3=NC(=NC=C3C(=O)N2CC=C)NC4=CC=C(C=C4)N5CCN(CC5)C)O. Cell line: OVCAR3. Synergy scores: CSS=83.9, Synergy_ZIP=12.4, Synergy_Bliss=12.3, Synergy_Loewe=-2.08, Synergy_HSA=16.8.